This data is from Forward reaction prediction with 1.9M reactions from USPTO patents (1976-2016). The task is: Predict the product of the given reaction. (1) Given the reactants [CH3:1][O:2][C:3]([C:5]1[CH:10]=[CH:9][CH:8]=[C:7]([C:11]2[O:15][C:14]([C:16](=[O:33])[CH2:17][CH2:18][CH2:19][CH:20]3[CH2:25][CH2:24][N:23]([C:26](OC(C)(C)C)=O)[CH2:22][CH2:21]3)=[N:13][CH:12]=2)[N:6]=1)=[O:4].COC(C1C=CC=C(C2OC(C(O)[CH2:50][CH2:51][CH2:52][CH:53]3[CH2:58][CH2:57]N(C(OC(C)(C)C)=O)[CH2:55][CH2:54]3)=NC=2)N=1)=O.[CH3:67]C(OI1(OC(C)=O)(OC(C)=O)OC(=O)C2C=CC=CC1=2)=O, predict the reaction product. The product is: [CH3:1][O:2][C:3]([C:5]1[CH:10]=[CH:9][CH:8]=[C:7]([C:11]2[O:15][C:14]([C:16](=[O:33])[CH2:17][CH2:18][CH2:19][CH:20]3[CH2:21][CH2:22][N:23]([CH2:26][C:50]4[CH:51]=[CH:52][C:53]([CH:54]([CH3:55])[CH3:67])=[CH:58][CH:57]=4)[CH2:24][CH2:25]3)=[N:13][CH:12]=2)[N:6]=1)=[O:4]. (2) Given the reactants [NH2:1][C:2]1[N:6]([C:7]2[CH:8]=[C:9]([CH:16]=[CH:17][C:18]=2[CH3:19])[C:10]([NH:12][CH:13]2[CH2:15][CH2:14]2)=[O:11])[N:5]=[CH:4][C:3]=1[C:20](=[O:29])[C:21]1[CH:26]=[CH:25][CH:24]=[C:23]([CH:27]=[O:28])[CH:22]=1.[BH4-].[Na+].[OH-].[Na+], predict the reaction product. The product is: [NH2:1][C:2]1[N:6]([C:7]2[CH:8]=[C:9]([CH:16]=[CH:17][C:18]=2[CH3:19])[C:10]([NH:12][CH:13]2[CH2:15][CH2:14]2)=[O:11])[N:5]=[CH:4][C:3]=1[C:20](=[O:29])[C:21]1[CH:26]=[CH:25][CH:24]=[C:23]([CH2:27][OH:28])[CH:22]=1. (3) Given the reactants [S:1]1[C:10]2[CH2:9][CH2:8][CH2:7][N:6]([C:11]([O:13][CH2:14][CH3:15])=[O:12])[CH2:5][C:4]=2[CH:3]=[CH:2]1.C1C(=O)N([Br:23])C(=O)C1, predict the reaction product. The product is: [Br:23][C:2]1[S:1][C:10]2[CH2:9][CH2:8][CH2:7][N:6]([C:11]([O:13][CH2:14][CH3:15])=[O:12])[CH2:5][C:4]=2[CH:3]=1. (4) Given the reactants C(NC(C)C)(C)C.C([Li])CCC.[F:13][C:14]1[CH:15]=[C:16]([CH:18]=[CH:19][CH:20]=1)[NH2:17].[CH3:21][Si:22](Cl)([CH2:24][CH2:25][Si:26](Cl)([CH3:28])[CH3:27])[CH3:23], predict the reaction product. The product is: [F:13][C:14]1[CH:15]=[C:16]([N:17]2[Si:26]([CH3:28])([CH3:27])[CH2:25][CH2:24][Si:22]2([CH3:23])[CH3:21])[CH:18]=[CH:19][CH:20]=1. (5) The product is: [CH3:17][C:16]([CH3:19])([CH3:18])[C:15]([C:5]1[S:6][C:7]2[CH:12]=[CH:11][C:10]([O:13][CH3:14])=[CH:9][C:8]=2[C:4]=1[CH2:3][C:2](=[O:1])[C:21]([CH3:22])([CH3:23])[CH3:24])=[O:20]. Given the reactants [OH:1][CH:2]([C:21]([CH3:24])([CH3:23])[CH3:22])[CH2:3][C:4]1[C:8]2[CH:9]=[C:10]([O:13][CH3:14])[CH:11]=[CH:12][C:7]=2[S:6][C:5]=1[C:15](=[O:20])[C:16]([CH3:19])([CH3:18])[CH3:17], predict the reaction product. (6) Given the reactants [NH2:1][C:2]1[C:7]([Br:8])=[CH:6][CH:5]=[CH:4][N:3]=1.[C:9]([C:13]1[CH:22]=[CH:21][C:16]([C:17](=O)[CH2:18]Cl)=[CH:15][CH:14]=1)([CH3:12])([CH3:11])[CH3:10].C(=O)(O)[O-].[Na+], predict the reaction product. The product is: [Br:8][C:7]1[C:2]2[N:3]([CH:18]=[C:17]([C:16]3[CH:15]=[CH:14][C:13]([C:9]([CH3:12])([CH3:11])[CH3:10])=[CH:22][CH:21]=3)[N:1]=2)[CH:4]=[CH:5][CH:6]=1.